Dataset: NCI-60 drug combinations with 297,098 pairs across 59 cell lines. Task: Regression. Given two drug SMILES strings and cell line genomic features, predict the synergy score measuring deviation from expected non-interaction effect. (1) Drug 1: C1=NC(=NC(=O)N1C2C(C(C(O2)CO)O)O)N. Drug 2: C1CCC(C(C1)N)N.C(=O)(C(=O)[O-])[O-].[Pt+4]. Cell line: UO-31. Synergy scores: CSS=34.2, Synergy_ZIP=-10.2, Synergy_Bliss=-0.797, Synergy_Loewe=-5.93, Synergy_HSA=2.05. (2) Drug 1: CNC(=O)C1=NC=CC(=C1)OC2=CC=C(C=C2)NC(=O)NC3=CC(=C(C=C3)Cl)C(F)(F)F. Drug 2: C1CN(P(=O)(OC1)NCCCl)CCCl. Cell line: HOP-92. Synergy scores: CSS=3.02, Synergy_ZIP=1.97, Synergy_Bliss=4.54, Synergy_Loewe=3.97, Synergy_HSA=3.60. (3) Drug 1: C1CCC(CC1)NC(=O)N(CCCl)N=O. Drug 2: CC1=C(C(CCC1)(C)C)C=CC(=CC=CC(=CC(=O)O)C)C. Cell line: UACC-257. Synergy scores: CSS=-3.84, Synergy_ZIP=-0.685, Synergy_Bliss=-3.85, Synergy_Loewe=-8.00, Synergy_HSA=-7.09. (4) Drug 1: CC12CCC3C(C1CCC2O)C(CC4=C3C=CC(=C4)O)CCCCCCCCCS(=O)CCCC(C(F)(F)F)(F)F. Drug 2: C1CCC(C(C1)N)N.C(=O)(C(=O)[O-])[O-].[Pt+4]. Cell line: TK-10. Synergy scores: CSS=15.4, Synergy_ZIP=-5.03, Synergy_Bliss=5.01, Synergy_Loewe=-7.26, Synergy_HSA=1.73. (5) Drug 1: C1=CC(=CC=C1C#N)C(C2=CC=C(C=C2)C#N)N3C=NC=N3. Drug 2: C1CN(CCN1C(=O)CCBr)C(=O)CCBr. Cell line: COLO 205. Synergy scores: CSS=32.6, Synergy_ZIP=-10.4, Synergy_Bliss=-2.55, Synergy_Loewe=4.79, Synergy_HSA=1.68. (6) Drug 1: C1=CN(C(=O)N=C1N)C2C(C(C(O2)CO)O)O.Cl. Drug 2: CC12CCC3C(C1CCC2OP(=O)(O)O)CCC4=C3C=CC(=C4)OC(=O)N(CCCl)CCCl.[Na+]. Cell line: NCIH23. Synergy scores: CSS=34.0, Synergy_ZIP=3.34, Synergy_Bliss=3.35, Synergy_Loewe=-24.3, Synergy_HSA=4.67. (7) Drug 1: CC1=CC=C(C=C1)C2=CC(=NN2C3=CC=C(C=C3)S(=O)(=O)N)C(F)(F)F. Drug 2: C(=O)(N)NO. Cell line: HOP-92. Synergy scores: CSS=-3.42, Synergy_ZIP=3.59, Synergy_Bliss=2.95, Synergy_Loewe=-2.66, Synergy_HSA=-4.23. (8) Drug 1: C1=C(C(=O)NC(=O)N1)F. Drug 2: C1CN1P(=S)(N2CC2)N3CC3. Cell line: K-562. Synergy scores: CSS=34.8, Synergy_ZIP=-12.0, Synergy_Bliss=-21.3, Synergy_Loewe=-18.7, Synergy_HSA=-16.8. (9) Drug 1: CCC1=C2CN3C(=CC4=C(C3=O)COC(=O)C4(CC)O)C2=NC5=C1C=C(C=C5)O. Drug 2: CC1=C(N=C(N=C1N)C(CC(=O)N)NCC(C(=O)N)N)C(=O)NC(C(C2=CN=CN2)OC3C(C(C(C(O3)CO)O)O)OC4C(C(C(C(O4)CO)O)OC(=O)N)O)C(=O)NC(C)C(C(C)C(=O)NC(C(C)O)C(=O)NCCC5=NC(=CS5)C6=NC(=CS6)C(=O)NCCC[S+](C)C)O. Cell line: HS 578T. Synergy scores: CSS=31.2, Synergy_ZIP=-4.34, Synergy_Bliss=-2.01, Synergy_Loewe=3.10, Synergy_HSA=4.48. (10) Drug 1: C1=CC=C(C(=C1)C(C2=CC=C(C=C2)Cl)C(Cl)Cl)Cl. Drug 2: C1C(C(OC1N2C=NC(=NC2=O)N)CO)O. Cell line: PC-3. Synergy scores: CSS=6.22, Synergy_ZIP=-1.43, Synergy_Bliss=3.56, Synergy_Loewe=-0.926, Synergy_HSA=1.37.